From a dataset of Catalyst prediction with 721,799 reactions and 888 catalyst types from USPTO. Predict which catalyst facilitates the given reaction. Reactant: [NH2:1][C:2]1[N:10]=[CH:9][CH:8]=[CH:7][C:3]=1[C:4]([OH:6])=[O:5].[NH:11]1[C:15]2=[N:16][CH:17]=[CH:18][CH:19]=[C:14]2[C:13]([CH:20]=O)=[CH:12]1.[BH4-].[Na+].CO. Product: [NH:11]1[C:15]2=[N:16][CH:17]=[CH:18][CH:19]=[C:14]2[C:13]([CH2:20][NH:1][C:2]2[N:10]=[CH:9][CH:8]=[CH:7][C:3]=2[C:4]([OH:6])=[O:5])=[CH:12]1. The catalyst class is: 93.